Regression/Classification. Given a drug SMILES string, predict its absorption, distribution, metabolism, or excretion properties. Task type varies by dataset: regression for continuous measurements (e.g., permeability, clearance, half-life) or binary classification for categorical outcomes (e.g., BBB penetration, CYP inhibition). For this dataset (lipophilicity_astrazeneca), we predict Y. From a dataset of Experimental lipophilicity measurements (octanol/water distribution) for 4,200 compounds from AstraZeneca. (1) The molecule is O=C(NCC(=O)N(CCO)c1ccccc1)c1cc2cc(Cl)ccc2[nH]1. The Y is 3.37 logD. (2) The compound is CC[C@H](N)C(=O)N[C@H](C#N)Cc1ccc(-c2ccccc2)cc1. The Y is 2.60 logD. (3) The compound is N#CCNC(=O)[C@@H]1CCCC[C@H]1C(=O)N1CCN(c2ccccc2)CC1. The Y is 1.75 logD. (4) The molecule is Nc1ccc(S(=O)(=O)Nc2nccs2)cc1. The Y is -0.370 logD. (5) The compound is O=C(NCC12CC3CC(CC(C3)C1)C2)c1ccccc1Cl. The Y is 4.05 logD. (6) The molecule is C[C@@](O)(C(=O)Nc1ccc(S(C)(=O)=O)cc1Cl)C(F)(F)F. The Y is 2.08 logD.